From a dataset of Forward reaction prediction with 1.9M reactions from USPTO patents (1976-2016). Predict the product of the given reaction. (1) Given the reactants Br[C:2]1[CH:7]=[CH:6][C:5]([C:8]([N:10]2[CH2:15][CH2:14][N:13]([C:16]3[C:21]([CH3:22])=[CH:20][C:19]([CH3:23])=[CH:18][N:17]=3)[CH2:12][CH2:11]2)=[O:9])=[C:4]([F:24])[CH:3]=1.[CH3:25][O:26][C:27]1[CH:40]=[CH:39][C:30]([CH2:31][N:32]2[CH2:36][CH:35]([CH3:37])[NH:34][C:33]2=[O:38])=[CH:29][CH:28]=1, predict the reaction product. The product is: [CH3:22][C:21]1[C:16]([N:13]2[CH2:14][CH2:15][N:10]([C:8]([C:5]3[CH:6]=[CH:7][C:2]([N:34]4[CH:35]([CH3:37])[CH2:36][N:32]([CH2:31][C:30]5[CH:39]=[CH:40][C:27]([O:26][CH3:25])=[CH:28][CH:29]=5)[C:33]4=[O:38])=[CH:3][C:4]=3[F:24])=[O:9])[CH2:11][CH2:12]2)=[N:17][CH:18]=[C:19]([CH3:23])[CH:20]=1. (2) Given the reactants C([O:3][C:4]([C:6]1([NH:15][C:16](=[O:29])[C:17]2[CH:22]=[CH:21][CH:20]=[C:19]([CH3:23])[C:18]=2[C:24]#[C:25][CH2:26][CH2:27][CH3:28])[CH2:14][C:13]2[C:8](=[CH:9][CH:10]=[CH:11][CH:12]=2)[CH2:7]1)=[O:5])C.[OH-].[K+].O, predict the reaction product. The product is: [CH3:23][C:19]1[C:18]([C:24]#[C:25][CH2:26][CH2:27][CH3:28])=[C:17]([CH:22]=[CH:21][CH:20]=1)[C:16]([NH:15][C:6]1([C:4]([OH:5])=[O:3])[CH2:14][C:13]2[C:8](=[CH:9][CH:10]=[CH:11][CH:12]=2)[CH2:7]1)=[O:29]. (3) The product is: [ClH:25].[CH3:26][O:27][N:28]=[C:18]([CH2:17][CH2:16][CH2:15][N:14]1[C:10]2[C:9]3[CH:8]=[CH:7][CH:6]=[CH:5][C:4]=3[N:3]=[C:2]([NH2:1])[C:11]=2[N:12]=[C:13]1[CH2:21][O:22][CH2:23][CH3:24])[CH3:19]. Given the reactants [NH2:1][C:2]1[C:11]2[N:12]=[C:13]([CH2:21][O:22][CH2:23][CH3:24])[N:14]([CH2:15][CH2:16][CH2:17][C:18](=O)[CH3:19])[C:10]=2[C:9]2[CH:8]=[CH:7][CH:6]=[CH:5][C:4]=2[N:3]=1.[ClH:25].[CH3:26][O:27][NH2:28].C(O)C.Cl, predict the reaction product. (4) The product is: [F:32][C:27]1[CH:28]=[CH:29][CH:30]=[CH:31][C:26]=1[C:25]1[NH:1][C:2]2[N:7]=[N:6][C:5]([CH2:8][CH2:9][CH2:10][CH2:11][N:12]3[CH:16]=[C:15]([C:17]([OH:19])=[O:18])[N:14]=[N:13]3)=[CH:4][C:3]=2[CH:24]=1. Given the reactants [NH2:1][C:2]1[N:7]=[N:6][C:5]([CH2:8][CH2:9][CH2:10][CH2:11][N:12]2[CH:16]=[C:15]([C:17]([O:19]C(C)(C)C)=[O:18])[N:14]=[N:13]2)=[CH:4][C:3]=1[C:24]#[C:25][C:26]1[CH:31]=[CH:30][CH:29]=[CH:28][C:27]=1[F:32].CC([O-])(C)C.[K+].Cl, predict the reaction product. (5) Given the reactants [NH2:1]/[C:2](=[N:13]\[OH:14])/[C@@H:3]([NH:5][C:6](=[O:12])[O:7][C:8]([CH3:11])([CH3:10])[CH3:9])[CH3:4].C(N(CC)CC)C.[C:22](Cl)(=[O:24])[CH3:23], predict the reaction product. The product is: [C:22]([O:14]/[N:13]=[C:2](\[NH2:1])/[C@@H:3]([NH:5][C:6](=[O:12])[O:7][C:8]([CH3:10])([CH3:9])[CH3:11])[CH3:4])(=[O:24])[CH3:23]. (6) Given the reactants BrC1C=CC2OC3C(=O)NC(C4C=CC=C(Cl)C=4)=NC=3C=2C=1.[NH2:23][C:24]1[C:25]2[C:39]3[C:34](=[CH:35][CH:36]=[CH:37][CH:38]=3)[CH:33]=[CH:32][C:26]=2[O:27][C:28]=1[C:29]([NH2:31])=[O:30].BrC1C=CC2OC(C(=O)N)=C(NC(C3CCCN3C(OC(C)(C)C)=O)=O)C=2C=1.[Cl:68][C:69]1[CH:76]=[CH:75][CH:74]=[CH:73][C:70]=1[CH:71]=O.BrC1C=CC(C=O)=CC=1, predict the reaction product. The product is: [Cl:68][C:69]1[CH:76]=[CH:75][CH:74]=[CH:73][C:70]=1[C:71]1[NH:31][C:29](=[O:30])[C:28]2[O:27][C:26]3[CH:32]=[CH:33][C:34]4[CH:35]=[CH:36][CH:37]=[CH:38][C:39]=4[C:25]=3[C:24]=2[N:23]=1. (7) Given the reactants [NH2:1][C:2]1[S:3][C:4]([CH2:12][C:13]2[CH:18]=[CH:17][CH:16]=[C:15]([S:19][CH3:20])[CH:14]=2)=[C:5]([C:7]([O:9][CH2:10][CH3:11])=[O:8])[N:6]=1.N1C=CC=CC=1.[C:27](Cl)([CH3:29])=[O:28], predict the reaction product. The product is: [C:27]([NH:1][C:2]1[S:3][C:4]([CH2:12][C:13]2[CH:18]=[CH:17][CH:16]=[C:15]([S:19][CH3:20])[CH:14]=2)=[C:5]([C:7]([O:9][CH2:10][CH3:11])=[O:8])[N:6]=1)(=[O:28])[CH3:29]. (8) The product is: [Cl:17][CH2:18][C:19]([NH:2][C:3]1[C:8]([OH:9])=[CH:7][CH:6]=[CH:5][C:4]=1[OH:10])=[O:20]. Given the reactants Cl.[NH2:2][C:3]1[C:8]([OH:9])=[CH:7][CH:6]=[CH:5][C:4]=1[OH:10].O.C(=O)([O-])O.[Na+].[Cl:17][CH2:18][C:19](Cl)=[O:20], predict the reaction product. (9) Given the reactants C([O:3][C:4]([C:6]1[CH:7]=[N:8][N:9]([CH3:26])[C:10]=1[C:11](=[O:25])[NH:12][C:13]1[CH:14]=[CH:15][C:16]2[N:17]([N:19]=[C:20]([N:22]([CH3:24])[CH3:23])[N:21]=2)[CH:18]=1)=[O:5])C.CN1C(C(=O)NC2C=CC3N(N=C(N4CCOCC4)N=3)C=2)=C(C(O)=O)C=N1, predict the reaction product. The product is: [CH3:23][N:22]([CH3:24])[C:20]1[N:21]=[C:16]2[CH:15]=[CH:14][C:13]([NH:12][C:11]([C:10]3[N:9]([CH3:26])[N:8]=[CH:7][C:6]=3[C:4]([OH:5])=[O:3])=[O:25])=[CH:18][N:17]2[N:19]=1.